Dataset: Catalyst prediction with 721,799 reactions and 888 catalyst types from USPTO. Task: Predict which catalyst facilitates the given reaction. Reactant: C(P(CCCC)CCCC)CCC.[CH2:14]([O:16][C:17](=[O:27])[CH2:18][C:19]1[CH:24]=[CH:23][C:22]([OH:25])=[C:21]([Cl:26])[CH:20]=1)[CH3:15].[Br:28][C:29]1[CH:34]=[CH:33][C:32]([C:35]([C:39]2[CH:44]=[CH:43][C:42]([Br:45])=[CH:41][CH:40]=2)=[CH:36][CH2:37]O)=[CH:31][CH:30]=1. The catalyst class is: 1. Product: [CH2:14]([O:16][C:17](=[O:27])[CH2:18][C:19]1[CH:24]=[CH:23][C:22]([O:25][CH2:37][CH:36]=[C:35]([C:32]2[CH:31]=[CH:30][C:29]([Br:28])=[CH:34][CH:33]=2)[C:39]2[CH:40]=[CH:41][C:42]([Br:45])=[CH:43][CH:44]=2)=[C:21]([Cl:26])[CH:20]=1)[CH3:15].